Dataset: Forward reaction prediction with 1.9M reactions from USPTO patents (1976-2016). Task: Predict the product of the given reaction. (1) Given the reactants [CH2:1]([O:8][C:9]1[CH:10]=[C:11]([S:15][C:16]2[CH:21]=[CH:20][C:19]([CH2:22][CH2:23][C:24]([NH:42][C:43]([O:45][C:46]([CH3:49])([CH3:48])[CH3:47])=[O:44])([CH2:33][O:34][Si](C(C)(C)C)(C)C)[CH2:25][O:26][P:27]([O:31][CH3:32])([O:29][CH3:30])=[O:28])=[C:18]([Cl:50])[CH:17]=2)[CH:12]=[CH:13][CH:14]=1)[C:2]1[CH:7]=[CH:6][CH:5]=[CH:4][CH:3]=1.[F-].C([N+](CCCC)(CCCC)CCCC)CCC.O, predict the reaction product. The product is: [CH2:1]([O:8][C:9]1[CH:10]=[C:11]([S:15][C:16]2[CH:21]=[CH:20][C:19]([CH2:22][CH2:23][C:24]([NH:42][C:43]([O:45][C:46]([CH3:48])([CH3:47])[CH3:49])=[O:44])([CH2:33][OH:34])[CH2:25][O:26][P:27]([O:29][CH3:30])([O:31][CH3:32])=[O:28])=[C:18]([Cl:50])[CH:17]=2)[CH:12]=[CH:13][CH:14]=1)[C:2]1[CH:7]=[CH:6][CH:5]=[CH:4][CH:3]=1. (2) Given the reactants CC1(C)C(C)(C)OB([C:9]2[CH:10]=[CH:11][C:12]3[N:13]([CH:15]=[C:16]([NH:18][C:19](=[O:21])[CH3:20])[N:17]=3)[N:14]=2)O1.[Cl:23][C:24]1[N:25]=[N:26][C:27](Cl)=[CH:28][C:29]=1[NH:30][S:31]([C:34]1[CH:39]=[CH:38][C:37]([F:40])=[CH:36][CH:35]=1)(=[O:33])=[O:32].C(=O)([O-])[O-].[Cs+].[Cs+].O1CCOCC1, predict the reaction product. The product is: [Cl:23][C:24]1[N:25]=[N:26][C:27]([C:9]2[CH:10]=[CH:11][C:12]3[N:13]([CH:15]=[C:16]([NH:18][C:19](=[O:21])[CH3:20])[N:17]=3)[N:14]=2)=[CH:28][C:29]=1[NH:30][S:31]([C:34]1[CH:39]=[CH:38][C:37]([F:40])=[CH:36][CH:35]=1)(=[O:32])=[O:33]. (3) Given the reactants [CH:1]1([CH:5]2[C:17]3[C:18]4[N:9]([CH2:10][CH:11](C(OC(C)(C)C)=O)[NH:12][C:13]=4[CH:14]=[CH:15][CH:16]=3)[CH2:8][CH2:7][NH:6]2)[CH2:4][CH2:3][CH2:2]1.[F:26][C:27]([F:32])([F:31])[C:28]([OH:30])=[O:29], predict the reaction product. The product is: [F:26][C:27]([F:32])([F:31])[C:28]([OH:30])=[O:29].[CH:1]1([CH:5]2[C:17]3[C:18]4[N:9]([CH2:10][CH2:11][NH:12][C:13]=4[CH:14]=[CH:15][CH:16]=3)[CH2:8][CH2:7][NH:6]2)[CH2:2][CH2:3][CH2:4]1.